The task is: Predict which catalyst facilitates the given reaction.. This data is from Catalyst prediction with 721,799 reactions and 888 catalyst types from USPTO. (1) Reactant: [C:1]1([N:7]2[C:15](=[O:16])[C:14]3[C@@H:13]4[C:17]([CH3:19])([CH3:18])[C@@:10]([CH3:20])([CH2:11][CH2:12]4)[C:9]=3[NH:8]2)[CH:6]=[CH:5][CH:4]=[CH:3][CH:2]=1.[CH3:21]I. Product: [C:1]1([N:7]2[C:15](=[O:16])[C:14]3[C@@H:13]4[C:17]([CH3:19])([CH3:18])[C@@:10]([CH3:20])([CH2:11][CH2:12]4)[C:9]=3[N:8]2[CH3:21])[CH:2]=[CH:3][CH:4]=[CH:5][CH:6]=1. The catalyst class is: 9. (2) Reactant: [O:1]=[C:2]1[C:7]([C:8]([OH:10])=O)=[CH:6][CH:5]=[CH:4][N:3]1[CH2:11][C:12]1[CH:17]=[CH:16][C:15]([Br:18])=[CH:14][CH:13]=1.Cl.[NH2:20][C@@H:21]([CH2:26][CH2:27][CH2:28][NH:29][C:30]([O:32][C:33]([CH3:36])([CH3:35])[CH3:34])=[O:31])[C:22]([O:24][CH3:25])=[O:23].CN(C(ON1N=NC2C=CC=CC1=2)=[N+](C)C)C.F[P-](F)(F)(F)(F)F. Product: [Br:18][C:15]1[CH:16]=[CH:17][C:12]([CH2:11][N:3]2[CH:4]=[CH:5][CH:6]=[C:7]([C:8]([NH:20][C@@H:21]([CH2:26][CH2:27][CH2:28][NH:29][C:30]([O:32][C:33]([CH3:36])([CH3:35])[CH3:34])=[O:31])[C:22]([O:24][CH3:25])=[O:23])=[O:10])[C:2]2=[O:1])=[CH:13][CH:14]=1. The catalyst class is: 66. (3) Reactant: [CH3:1][N:2]([CH3:17])[CH2:3][CH2:4][N:5]1[CH:13]=[C:12]2[C:7]([CH:8]=[CH:9][C:10]([N+]([O-])=O)=[CH:11]2)=[N:6]1.[Cl-].[NH4+:19].[CH2:20](O)[CH3:21].O. Product: [N:2]1([CH2:3][CH2:4][N:5]2[CH:13]=[C:12]3[C:7]([CH:8]=[C:9]([NH2:19])[CH:10]=[CH:11]3)=[N:6]2)[CH2:17][CH2:21][CH2:20][CH2:1]1. The catalyst class is: 292. (4) Reactant: C(OC([NH:8][C@@H:9]1[CH2:14][CH2:13][CH2:12][N:11]([C:15]2[N:16]([CH2:42][C:43]3[CH:48]=[CH:47][CH:46]=[CH:45][C:44]=3[Cl:49])[C:17]3[C:22](=[O:23])[N:21]([CH3:24])[C:20]4=[C:25]([C:37]([O:39][CH3:40])=[O:38])[N:26]([CH2:28][C:29]5[CH:34]=[CH:33][C:32]([O:35][CH3:36])=[CH:31][CH:30]=5)[N:27]=[C:19]4[C:18]=3[N:41]=2)[CH2:10]1)=O)(C)(C)C. Product: [ClH:49].[NH2:8][C@@H:9]1[CH2:14][CH2:13][CH2:12][N:11]([C:15]2[N:16]([CH2:42][C:43]3[CH:48]=[CH:47][CH:46]=[CH:45][C:44]=3[Cl:49])[C:17]3[C:22](=[O:23])[N:21]([CH3:24])[C:20]4=[C:25]([C:37]([O:39][CH3:40])=[O:38])[N:26]([CH2:28][C:29]5[CH:30]=[CH:31][C:32]([O:35][CH3:36])=[CH:33][CH:34]=5)[N:27]=[C:19]4[C:18]=3[N:41]=2)[CH2:10]1. The catalyst class is: 89. (5) Reactant: [Br:1][C:2]1[N:7]=[C:6]([CH2:8][OH:9])[CH:5]=[CH:4][CH:3]=1.C(N(C(C)C)CC)(C)C.[CH3:19][O:20][CH2:21]Cl. Product: [Br:1][C:2]1[CH:3]=[CH:4][CH:5]=[C:6]([CH2:8][O:9][CH2:19][O:20][CH3:21])[N:7]=1. The catalyst class is: 2.